Dataset: Forward reaction prediction with 1.9M reactions from USPTO patents (1976-2016). Task: Predict the product of the given reaction. Given the reactants [NH2:1][C@H:2]1[C@H:6]([OH:7])[CH2:5][N:4]([C:8]([O:10][C:11]([CH3:14])([CH3:13])[CH3:12])=[O:9])[CH2:3]1.CN(C)/[CH:17]=[C:18](/[C:24](=[O:33])[C:25]1[CH:30]=[C:29]([I:31])[CH:28]=[CH:27][C:26]=1F)\[C:19]([O:21][CH2:22][CH3:23])=[O:20].C(=O)([O-])[O-].[K+].[K+], predict the reaction product. The product is: [C:11]([O:10][C:8]([N:4]1[CH2:5][C@@H:6]([OH:7])[C@H:2]([N:1]2[C:26]3[C:25](=[CH:30][C:29]([I:31])=[CH:28][CH:27]=3)[C:24](=[O:33])[C:18]([C:19]([O:21][CH2:22][CH3:23])=[O:20])=[CH:17]2)[CH2:3]1)=[O:9])([CH3:14])([CH3:13])[CH3:12].